This data is from Full USPTO retrosynthesis dataset with 1.9M reactions from patents (1976-2016). The task is: Predict the reactants needed to synthesize the given product. (1) Given the product [C:28]([O:1][C@H:2]1[C@@H:11]([O:12][CH2:13][CH2:14][O:15][CH3:16])[C:10]2[CH:9]=[CH:8][N:7]3[C:17]([CH3:21])=[C:18]([CH3:20])[N:19]=[C:6]3[C:5]=2[NH:4][C@@H:3]1[C:22]1[CH:23]=[CH:24][CH:25]=[CH:26][CH:27]=1)(=[O:35])[C:29]1[CH:34]=[CH:33][CH:32]=[CH:31][CH:30]=1, predict the reactants needed to synthesize it. The reactants are: [OH:1][C@H:2]1[C@@H:11]([O:12][CH2:13][CH2:14][O:15][CH3:16])[C:10]2[CH:9]=[CH:8][N:7]3[C:17]([CH3:21])=[C:18]([CH3:20])[N:19]=[C:6]3[C:5]=2[NH:4][C@@H:3]1[C:22]1[CH:27]=[CH:26][CH:25]=[CH:24][CH:23]=1.[C:28](Cl)(=[O:35])[C:29]1[CH:34]=[CH:33][CH:32]=[CH:31][CH:30]=1. (2) Given the product [C:1]([O:5][C:6]([N:8]1[CH2:13][CH2:12][CH:11]([CH2:14][CH2:15][O:16][C:61]2[CH:60]=[CH:59][C:58]([C:57]([N:50]3[C:51]4[C:56](=[CH:55][CH:54]=[CH:53][CH:52]=4)[C@H:47]([N:43]([C:44](=[O:46])[CH3:45])[C:40]4[CH:41]=[CH:42][C:37]([Cl:36])=[CH:38][CH:39]=4)[CH2:48][C@@H:49]3[CH3:66])=[O:65])=[CH:63][CH:62]=2)[CH2:10][CH2:9]1)=[O:7])([CH3:4])([CH3:3])[CH3:2], predict the reactants needed to synthesize it. The reactants are: [C:1]([O:5][C:6]([N:8]1[CH2:13][CH2:12][CH:11]([CH2:14][CH2:15][OH:16])[CH2:10][CH2:9]1)=[O:7])([CH3:4])([CH3:3])[CH3:2].C1C=CC(P(C2C=CC=CC=2)C2C=CC=CC=2)=CC=1.[Cl:36][C:37]1[CH:42]=[CH:41][C:40]([N:43]([C@H:47]2[C:56]3[C:51](=[CH:52][CH:53]=[CH:54][CH:55]=3)[N:50]([C:57](=[O:65])[C:58]3[CH:63]=[CH:62][C:61](O)=[CH:60][CH:59]=3)[C@@H:49]([CH3:66])[CH2:48]2)[C:44](=[O:46])[CH3:45])=[CH:39][CH:38]=1.CCOC(/N=N/C(OCC)=O)=O. (3) Given the product [Cl:2][C:3]1[CH:4]=[C:5]([N:9]2[C:13]([CH2:14][NH:15][C:33]([NH:32][C:23]3[CH:24]=[CH:25][C:26]([N:27]4[CH2:28][CH:29]([OH:31])[CH2:30]4)=[C:21]([F:20])[CH:22]=3)=[O:34])=[CH:12][C:11]([C:16]([F:17])([F:18])[F:19])=[N:10]2)[CH:6]=[CH:7][CH:8]=1, predict the reactants needed to synthesize it. The reactants are: Cl.[Cl:2][C:3]1[CH:4]=[C:5]([N:9]2[C:13]([CH2:14][NH2:15])=[CH:12][C:11]([C:16]([F:19])([F:18])[F:17])=[N:10]2)[CH:6]=[CH:7][CH:8]=1.[F:20][C:21]1[CH:22]=[C:23]([NH:32][C:33](=O)[O:34]C2C=CC=CC=2)[CH:24]=[CH:25][C:26]=1[N:27]1[CH2:30][CH:29]([OH:31])[CH2:28]1. (4) Given the product [NH2:14][C:11]([C:10]1[NH:1][C:2](=[O:3])[C:4]2[O:5][C:6]3[CH:36]=[CH:35][C:34]([Cl:37])=[CH:33][C:7]=3[C:8]=2[N:9]=1)([CH3:13])[CH3:12], predict the reactants needed to synthesize it. The reactants are: [NH2:1][C:2]([C:4]1[O:5][C:6]2[CH:36]=[CH:35][C:34]([Cl:37])=[CH:33][C:7]=2[C:8]=1[NH:9][C:10](=O)[C:11]([NH:14]C(=O)OCC1C2C=CC=CC=2C2C1=CC=CC=2)([CH3:13])[CH3:12])=[O:3].[OH-].[Na+].